Task: Predict the reaction yield, written as a fraction of the theoretical maximum amount of product (1.0 means a 100% yield; for example, 0.34 means a 34% yield).. Dataset: Reaction yield outcomes from USPTO patents with 853,638 reactions (1) The reactants are Cl.[NH2:2][C@@H:3]1[C@@H:8]2[CH2:9][C@@H:5]([CH2:6][CH2:7]2)[C@@H:4]1[C:10]([O:12][CH3:13])=[O:11].C([O-])(=O)C.[Na+].[F:19][C:20]1[CH:27]=[CH:26][C:23]([CH:24]=O)=[CH:22][CH:21]=1.C([BH3-])#N.[Na+].C(=O)(O)[O-].[Na+]. The catalyst is CO.C(OCC)(=O)C. The product is [F:19][C:20]1[CH:27]=[CH:26][C:23]([CH2:24][NH:2][C@@H:3]2[C@@H:8]3[CH2:9][C@@H:5]([CH2:6][CH2:7]3)[C@@H:4]2[C:10]([O:12][CH3:13])=[O:11])=[CH:22][CH:21]=1. The yield is 0.990. (2) The reactants are Cl[C:2]1[C:7]([N+:8]([O-:10])=[O:9])=[CH:6][CH:5]=[CH:4][N:3]=1.[C:11]1([OH:17])[CH:16]=[CH:15][CH:14]=[CH:13][CH:12]=1.C(=O)([O-])[O-].[K+].[K+]. The catalyst is CN(C=O)C. The product is [O:17]([C:2]1[C:7]([N+:8]([O-:10])=[O:9])=[CH:6][CH:5]=[CH:4][N:3]=1)[C:11]1[CH:16]=[CH:15][CH:14]=[CH:13][CH:12]=1. The yield is 0.738. (3) The reactants are C(OC([NH:8][CH2:9][C:10]([NH:12][CH:13]([C:36]([O:38][CH3:39])=[O:37])[CH2:14][C:15]1[CH:35]=[CH:34][C:18]([O:19][C:20]2[CH:33]=[CH:32][C:23]([CH2:24][CH:25]3[S:29][C:28](=[O:30])[NH:27][C:26]3=[O:31])=[CH:22][CH:21]=2)=[CH:17][CH:16]=1)=[O:11])=O)(C)(C)C.[ClH:40]. The catalyst is ClCCl. The product is [ClH:40].[NH2:8][CH2:9][C:10]([NH:12][CH:13]([C:36]([O:38][CH3:39])=[O:37])[CH2:14][C:15]1[CH:35]=[CH:34][C:18]([O:19][C:20]2[CH:33]=[CH:32][C:23]([CH2:24][CH:25]3[S:29][C:28](=[O:30])[NH:27][C:26]3=[O:31])=[CH:22][CH:21]=2)=[CH:17][CH:16]=1)=[O:11]. The yield is 0.788. (4) The reactants are [N:1]1[C:6]2[S:7][CH:8]=[CH:9][C:5]=2[C:4]([NH:10][CH:11]2[CH2:16][CH2:15][N:14]([C:17]([O:19][C:20]([CH3:23])([CH3:22])[CH3:21])=[O:18])[CH2:13][CH2:12]2)=[N:3][CH:2]=1.[Cl:24]N1C(=O)CCC1=O. The catalyst is C(O)(=O)C. The product is [Cl:24][C:8]1[S:7][C:6]2[N:1]=[CH:2][N:3]=[C:4]([NH:10][CH:11]3[CH2:12][CH2:13][N:14]([C:17]([O:19][C:20]([CH3:23])([CH3:22])[CH3:21])=[O:18])[CH2:15][CH2:16]3)[C:5]=2[CH:9]=1. The yield is 0.710.